From a dataset of Forward reaction prediction with 1.9M reactions from USPTO patents (1976-2016). Predict the product of the given reaction. (1) Given the reactants C([NH:5][S:6]([C:9]1[S:10][C:11]([C:14]2[CH:19]=[CH:18][CH:17]=[C:16]([C:20]3[N:25]=[C:24]([CH3:26])[CH:23]=[C:22]([C:27]4[CH:32]=[CH:31][C:30]([C:33]([F:36])([F:35])[F:34])=[C:29]([CH3:37])[CH:28]=4)[N:21]=3)[CH:15]=2)=[CH:12][CH:13]=1)(=[O:8])=[O:7])(C)(C)C.C(O)(C(F)(F)F)=O, predict the reaction product. The product is: [CH3:26][C:24]1[CH:23]=[C:22]([C:27]2[CH:32]=[CH:31][C:30]([C:33]([F:36])([F:35])[F:34])=[C:29]([CH3:37])[CH:28]=2)[N:21]=[C:20]([C:16]2[CH:15]=[C:14]([C:11]3[S:10][C:9]([S:6]([NH2:5])(=[O:7])=[O:8])=[CH:13][CH:12]=3)[CH:19]=[CH:18][CH:17]=2)[N:25]=1. (2) The product is: [Cl:1][C:2]1[CH:3]=[CH:4][C:5]([C:8]2[CH:13]=[CH:12][CH:11]=[CH:10][C:9]=2[C@@H:14]([OH:30])[CH:15]2[CH2:20][CH2:19][N:18]([C:21]3[CH:22]=[CH:23][C:24]([C:25]([NH:58][S:55]([C:52]4[CH:53]=[CH:54][C:49]([NH:48][C@H:39]([CH2:38][CH2:37][N:34]5[CH2:35][CH2:36][O:31][CH2:32][CH2:33]5)[CH2:40][S:41][C:42]5[CH:43]=[CH:44][CH:45]=[CH:46][CH:47]=5)=[C:50]([S:59]([C:62]([F:65])([F:63])[F:64])(=[O:61])=[O:60])[CH:51]=4)(=[O:56])=[O:57])=[O:26])=[CH:28][CH:29]=3)[CH2:17][CH2:16]2)=[CH:6][CH:7]=1. Given the reactants [Cl:1][C:2]1[CH:7]=[CH:6][C:5]([C:8]2[CH:13]=[CH:12][CH:11]=[CH:10][C:9]=2[C@@H:14]([OH:30])[CH:15]2[CH2:20][CH2:19][N:18]([C:21]3[CH:29]=[CH:28][C:24]([C:25](O)=[O:26])=[CH:23][CH:22]=3)[CH2:17][CH2:16]2)=[CH:4][CH:3]=1.[O:31]1[CH2:36][CH2:35][N:34]([CH2:37][CH2:38][C@@H:39]([NH:48][C:49]2[CH:54]=[CH:53][C:52]([S:55]([NH2:58])(=[O:57])=[O:56])=[CH:51][C:50]=2[S:59]([C:62]([F:65])([F:64])[F:63])(=[O:61])=[O:60])[CH2:40][S:41][C:42]2[CH:47]=[CH:46][CH:45]=[CH:44][CH:43]=2)[CH2:33][CH2:32]1.C(Cl)CCl, predict the reaction product. (3) Given the reactants C[Si](C)(C)[O:3][CH2:4][CH2:5][O:6][C:7]1([C:11]#[N:12])[CH2:10][CH2:9][CH2:8]1.[NH2:15][OH:16].[C:17]([C:24]([O:26][CH2:27][CH3:28])=[O:25])#[C:18][C:19]([O:21][CH2:22][CH3:23])=[O:20], predict the reaction product. The product is: [CH2:22]([O:21][C:19](=[O:20])[C:18]([O:16][NH:15][C:11]([C:7]1([O:6][CH2:5][CH2:4][OH:3])[CH2:10][CH2:9][CH2:8]1)=[NH:12])=[CH:17][C:24]([O:26][CH2:27][CH3:28])=[O:25])[CH3:23]. (4) Given the reactants [C:1]([CH2:3][C:4]1[CH:12]=[CH:11][C:10]([CH3:13])=[CH:9][C:5]=1[C:6](O)=[O:7])#[N:2].C[N:15](C)C=O.C(Cl)(=O)C(Cl)=O, predict the reaction product. The product is: [C:1]([CH2:3][C:4]1[CH:12]=[CH:11][C:10]([CH3:13])=[CH:9][C:5]=1[C:6]([NH2:15])=[O:7])#[N:2]. (5) Given the reactants C(O)(=O)C(O)=O.CS(C)=O.[F:11][CH2:12][CH2:13][OH:14].[N+:15]([CH2:18][CH2:19][C:20]([O:22][C:23]([CH3:26])([CH3:25])[CH3:24])=[O:21])([O-:17])=[O:16], predict the reaction product. The product is: [F:11][CH2:12][CH:13]([OH:14])[CH:18]([N+:15]([O-:17])=[O:16])[CH2:19][C:20]([O:22][C:23]([CH3:25])([CH3:26])[CH3:24])=[O:21]. (6) The product is: [NH2:1][C:4]1[CH:9]=[C:8]([C:10]([F:12])([F:13])[F:11])[CH:7]=[CH:6][C:5]=1[NH:14][C:15]1[CH:24]=[CH:23][CH:22]=[CH:21][C:16]=1[C:17]([O:19][CH3:20])=[O:18]. Given the reactants [N+:1]([C:4]1[CH:9]=[C:8]([C:10]([F:13])([F:12])[F:11])[CH:7]=[CH:6][C:5]=1[NH:14][C:15]1[CH:24]=[CH:23][CH:22]=[CH:21][C:16]=1[C:17]([O:19][CH3:20])=[O:18])([O-])=O.CO.[BH4-].[Na+], predict the reaction product. (7) The product is: [C:32]([NH:1][CH2:2][CH:3]1[CH:9]([C:10]2[CH:15]=[CH:14][C:13]([Cl:16])=[C:12]([Cl:17])[CH:11]=2)[O:8][CH2:7][CH2:6][N:5]([C:18]([O:20][C:21]([CH3:24])([CH3:23])[CH3:22])=[O:19])[CH2:4]1)(=[O:34])[CH3:33]. Given the reactants [NH2:1][CH2:2][CH:3]1[CH:9]([C:10]2[CH:15]=[CH:14][C:13]([Cl:16])=[C:12]([Cl:17])[CH:11]=2)[O:8][CH2:7][CH2:6][N:5]([C:18]([O:20][C:21]([CH3:24])([CH3:23])[CH3:22])=[O:19])[CH2:4]1.C(N(CC)CC)C.[C:32](Cl)(=[O:34])[CH3:33], predict the reaction product. (8) Given the reactants [CH3:1][CH:2]([CH3:12])[CH2:3][CH:4]=[C:5]1[CH2:10][CH2:9][C:8](=O)[CH2:7][CH2:6]1.O.Cl.[NH2:15][C@@H:16]([C:19]([OH:21])=[O:20])[CH2:17][SH:18].C([O-])(=O)C.[Na+], predict the reaction product. The product is: [CH3:1][CH:2]([CH3:12])[CH2:3][CH:4]=[C:5]1[CH2:10][CH2:9][C:8]2([S:18][CH2:17][C@H:16]([C:19]([OH:21])=[O:20])[NH:15]2)[CH2:7][CH2:6]1. (9) Given the reactants [CH:1]1([NH:4][C:5]2[C:6]([NH2:12])=[CH:7][CH:8]=[C:9]([F:11])[CH:10]=2)[CH2:3][CH2:2]1.[F:13][C:14]1[CH:15]=[C:16]([C:20](O)=[O:21])[CH:17]=[N:18][CH:19]=1.C(Cl)CCl.C1C=CC2N(O)N=NC=2C=1.C(N(C(C)C)CC)(C)C, predict the reaction product. The product is: [CH:1]1([NH:4][C:5]2[CH:10]=[C:9]([F:11])[CH:8]=[CH:7][C:6]=2[NH:12][C:20]([C:16]2[CH:17]=[N:18][CH:19]=[C:14]([F:13])[CH:15]=2)=[O:21])[CH2:3][CH2:2]1. (10) Given the reactants [C:1]12[CH2:8][CH2:7][C:6]1=[CH:5][CH:4]=[C:3]([N:9]([C:18]1[CH:23]=[CH:22][CH:21]=[CH:20][CH:19]=1)[C:10]1[CH:17]=[CH:16][C:15]3[CH2:14][CH2:13][C:12]=3[CH:11]=1)[CH:2]=2.[Br:24]N1C(=O)CCC1=O.C1(C)C=CC=CC=1, predict the reaction product. The product is: [C:1]12[CH2:8][CH2:7][C:6]1=[CH:5][CH:4]=[C:3]([N:9]([C:18]1[CH:23]=[CH:22][C:21]([Br:24])=[CH:20][CH:19]=1)[C:10]1[CH:17]=[CH:16][C:15]3[CH2:14][CH2:13][C:12]=3[CH:11]=1)[CH:2]=2.